Dataset: Reaction yield outcomes from USPTO patents with 853,638 reactions. Task: Predict the reaction yield, written as a fraction of the theoretical maximum amount of product (1.0 means a 100% yield; for example, 0.34 means a 34% yield). (1) The reactants are FC1C=C2C(C(I)=CN2S(C2C=CC=CC=2)(=O)=O)=CC=1.[S:21]1[CH:25]=[CH:24][C:23]2[CH:26]=[CH:27][C:28]([C:30]3[C:38]4[C:33](=[CH:34][C:35]([F:39])=[CH:36][CH:37]=4)[N:32](S(C4C=CC=CC=4)(=O)=O)[CH:31]=3)=[CH:29][C:22]1=2. The catalyst is CO. The product is [S:21]1[CH:25]=[CH:24][C:23]2[CH:26]=[CH:27][C:28]([C:30]3[C:38]4[C:33](=[CH:34][C:35]([F:39])=[CH:36][CH:37]=4)[NH:32][CH:31]=3)=[CH:29][C:22]1=2. The yield is 0.400. (2) The reactants are [C:1]([O:9]CC)(=O)[CH2:2][C:3]([O:5][CH2:6][CH3:7])=[O:4].[H-].[Na+].[H][H].[C:16]12[C:22](=[CH:23][CH:24]=[CH:25][CH:26]=1)[NH:21]C(=O)O[C:17]2=[O:18].Cl. The yield is 0.300. The catalyst is CC(N(C)C)=O. The product is [CH2:6]([O:5][C:3]([C:2]1[C:1](=[O:9])[NH:21][C:22]2[C:16]([C:17]=1[OH:18])=[CH:26][CH:25]=[CH:24][CH:23]=2)=[O:4])[CH3:7]. (3) The reactants are Cl[C:2]1[N:7]=[CH:6][C:5]([O:8][C@@H:9]2[C@H:13]3[O:14][CH2:15][C@H:16]([NH:17][C:18]([NH:20][CH:21]4[CH2:26][CH2:25][CH2:24][CH2:23][CH2:22]4)=[O:19])[C@H:12]3[O:11][CH2:10]2)=[CH:4][CH:3]=1.[NH:27]1[CH2:31][CH2:30][CH2:29][CH2:28]1.CC(C)([O-])C.[Na+].C1C=CC(P(C2C=CC3C(=CC=CC=3)C=2C2C3C(=CC=CC=3)C=CC=2P(C2C=CC=CC=2)C2C=CC=CC=2)C2C=CC=CC=2)=CC=1. The catalyst is C1(C)C=CC=CC=1.COC(C)(C)C.C1C=CC(/C=C/C(/C=C/C2C=CC=CC=2)=O)=CC=1.C1C=CC(/C=C/C(/C=C/C2C=CC=CC=2)=O)=CC=1.C1C=CC(/C=C/C(/C=C/C2C=CC=CC=2)=O)=CC=1.[Pd].[Pd]. The product is [CH:21]1([NH:20][C:18]([NH:17][C@H:16]2[CH2:15][O:14][C@@H:13]3[C@@H:9]([O:8][C:5]4[CH:6]=[N:7][C:2]([N:27]5[CH2:31][CH2:30][CH2:29][CH2:28]5)=[CH:3][CH:4]=4)[CH2:10][O:11][C@H:12]23)=[O:19])[CH2:26][CH2:25][CH2:24][CH2:23][CH2:22]1. The yield is 0.310. (4) The reactants are C(O)(C(F)(F)F)=O.[Cl:8][C:9]1[CH:10]=[CH:11][C:12]2[N:13]=[C:14]([N:22]3[CH2:25][CH:24]([N:26](C)[C:27](=O)OC(C)(C)C)[CH2:23]3)[C:15]3[N:16]([CH:19]=[N:20][N:21]=3)[C:17]=2[N:18]=1. The catalyst is C(Cl)Cl. The product is [Cl:8][C:9]1[CH:10]=[CH:11][C:12]2[N:13]=[C:14]([N:22]3[CH2:25][CH:24]([NH:26][CH3:27])[CH2:23]3)[C:15]3[N:16]([CH:19]=[N:20][N:21]=3)[C:17]=2[N:18]=1. The yield is 0.860. (5) The reactants are [Cl:1][C:2]1[CH:7]=[CH:6][C:5]([C@H:8]2[NH:19][C:18](=[O:20])[CH2:17][CH2:16][CH:15]=[CH:14][CH2:13][C@@H:12]([CH2:21][C:22]([O:24]C(C)(C)C)=O)[C:11](=[O:29])[O:10][CH2:9]2)=[CH:4][CH:3]=1.FC(F)(F)C(O)=O.[Cl:37][C:38]1[CH:43]=[CH:42][C:41]([C@H:44]2[NH:55]C(=O)CCC=CC[C@@H](CC(O)=O)C(=O)OC2)=[CH:40][CH:39]=1.ClC1C=CC(CN)=CC=1. The catalyst is C(Cl)Cl.CO.C(Cl)Cl. The product is [Cl:37][C:38]1[CH:43]=[CH:42][C:41]([CH2:44][NH:55][C:22](=[O:24])[CH2:21][C@H:12]2[C:11](=[O:29])[O:10][CH2:9][C@@H:8]([C:5]3[CH:4]=[CH:3][C:2]([Cl:1])=[CH:7][CH:6]=3)[NH:19][C:18](=[O:20])[CH2:17][CH2:16][CH:15]=[CH:14][CH2:13]2)=[CH:40][CH:39]=1. The yield is 0.460. (6) The reactants are [Cl:1][C:2]1[CH:7]=[CH:6][C:5]([C:8]2([C:14](=[O:16])[CH3:15])[CH2:13][CH2:12][NH:11][CH2:10][CH2:9]2)=[CH:4][CH:3]=1.C(N(CC)CC)C.[C:24](O[C:24]([O:26][C:27]([CH3:30])([CH3:29])[CH3:28])=[O:25])([O:26][C:27]([CH3:30])([CH3:29])[CH3:28])=[O:25]. The catalyst is ClCCl. The product is [C:27]([O:26][C:24]([N:11]1[CH2:12][CH2:13][C:8]([C:14](=[O:16])[CH3:15])([C:5]2[CH:6]=[CH:7][C:2]([Cl:1])=[CH:3][CH:4]=2)[CH2:9][CH2:10]1)=[O:25])([CH3:30])([CH3:29])[CH3:28]. The yield is 0.670. (7) The reactants are [CH3:1][C:2]([C:4]1[CH:9]=[CH:8][C:7]([C:10]([F:13])([F:12])[F:11])=[CH:6][CH:5]=1)=O.[Na].C[O:16][C:17](=O)[C:18](OC)=O.Cl.O.[NH2:25][NH2:26].[CH3:27][CH2:28][OH:29]. The catalyst is O. The product is [CH2:28]([O:29][C:17]([C:18]1[NH:26][N:25]=[C:2]([C:4]2[CH:9]=[CH:8][C:7]([C:10]([F:13])([F:12])[F:11])=[CH:6][CH:5]=2)[CH:1]=1)=[O:16])[CH3:27]. The yield is 0.558. (8) The reactants are [NH2:1][C:2]1[CH:3]=[C:4]2[C:9](=[C:10]([C:12]([N:14]([CH3:16])[CH3:15])=[O:13])[CH:11]=1)[N:8]=[CH:7][C:6]([C:17]#[N:18])=[C:5]2[NH:19][C:20]1[CH:25]=[CH:24][C:23]([F:26])=[C:22]([Cl:27])[CH:21]=1.[N:28]1[CH:33]=[CH:32][CH:31]=[CH:30][C:29]=1[CH:34]=O.[BH3-]C#N.[Na+]. No catalyst specified. The product is [Cl:27][C:22]1[CH:21]=[C:20]([NH:19][C:5]2[C:4]3[C:9](=[C:10]([C:12]([N:14]([CH3:15])[CH3:16])=[O:13])[CH:11]=[C:2]([NH:1][CH2:34][C:29]4[CH:30]=[CH:31][CH:32]=[CH:33][N:28]=4)[CH:3]=3)[N:8]=[CH:7][C:6]=2[C:17]#[N:18])[CH:25]=[CH:24][C:23]=1[F:26]. The yield is 0.0120. (9) The reactants are Cl[C:2]1[CH:3]=[CH:4][C:5]([N+:9]([O-:11])=[O:10])=[C:6]([CH3:8])[CH:7]=1.O.O.O.O.O.O.O.O.O.[S:21]([O-])([O-])(=O)=O.[Na+].[Na+].[S].[OH-].[Na+].Cl. The catalyst is C(O)C. The product is [CH3:8][C:6]1[CH:7]=[C:2]([SH:21])[CH:3]=[CH:4][C:5]=1[N+:9]([O-:11])=[O:10]. The yield is 0.750. (10) The reactants are [Cl:1][C:2]1[CH:11]=[CH:10][C:5]([C:6]([NH:8][NH2:9])=[O:7])=[C:4]([OH:12])[CH:3]=1.[CH2:13](OC(OCC)OCC)C. No catalyst specified. The product is [Cl:1][C:2]1[CH:11]=[CH:10][C:5]([C:6]2[O:7][CH:13]=[N:9][N:8]=2)=[C:4]([OH:12])[CH:3]=1. The yield is 0.350.